Task: Predict the reaction yield, written as a fraction of the theoretical maximum amount of product (1.0 means a 100% yield; for example, 0.34 means a 34% yield).. Dataset: Reaction yield outcomes from USPTO patents with 853,638 reactions (1) The reactants are [C:1]([O:5][C:6]([N:8]1[CH2:13][CH2:12][C@H:11]([O:14][C:15]2[CH:20]=[CH:19][CH:18]=[C:17](Br)[CH:16]=2)[CH2:10][C@@H:9]1[CH3:22])=[O:7])([CH3:4])([CH3:3])[CH3:2].C(=[NH:36])(C1C=CC=CC=1)C1C=CC=CC=1.CC(C)([O-])C.[Na+].C([O-])(=O)C.[Na+].Cl.NO. The catalyst is CO.C1C=CC(/C=C/C(/C=C/C2C=CC=CC=2)=O)=CC=1.C1C=CC(/C=C/C(/C=C/C2C=CC=CC=2)=O)=CC=1.C1C=CC(/C=C/C(/C=C/C2C=CC=CC=2)=O)=CC=1.[Pd].[Pd].C1(P(C2C=CC=CC=2)C2C=CC3C(=CC=CC=3)C=2C2C3C(=CC=CC=3)C=CC=2P(C2C=CC=CC=2)C2C=CC=CC=2)C=CC=CC=1.C1(C)C=CC=CC=1. The product is [C:1]([O:5][C:6]([N:8]1[CH2:13][CH2:12][C@H:11]([O:14][C:15]2[CH:20]=[CH:19][CH:18]=[C:17]([NH2:36])[CH:16]=2)[CH2:10][C@@H:9]1[CH3:22])=[O:7])([CH3:4])([CH3:3])[CH3:2]. The yield is 0.590. (2) The reactants are C1C=CC(P(C2C=CC=CC=2)C2C=CC=CC=2)=CC=1.[CH3:32][CH:31]([O:30][C:28](/N=N/[C:28]([O:30][CH:31]([CH3:33])[CH3:32])=[O:29])=[O:29])[CH3:33].FC(F)(F)C(NCCS[C@H]1C[CH2:58][C@@:57]2([CH3:60])[CH:44](/[C:45](=N/O)/[CH2:46][C@@H:47]3[C@@H:56]2[CH2:55][CH2:54][C@@:52]2([CH3:53])[C@H:48]3[CH2:49][CH2:50][C:51]2=[O:61])C1)=O.C(O)=[O:67]. The catalyst is C1COCC1. The product is [CH:28]([O:30][C@@H:31]1[CH2:32][CH2:60][C@@:57]2([CH3:58])[CH:44]([C@@H:45]([OH:67])[CH2:46][C@@H:47]3[C@@H:56]2[CH2:55][CH2:54][C@@:52]2([CH3:53])[C@H:48]3[CH2:49][CH2:50][C@@H:51]2[OH:61])[CH2:33]1)=[O:29]. The yield is 0.500. (3) The reactants are [CH3:1][C@@H:2]1[C@H:6]([OH:7])[C@@H:5]([CH2:8][OH:9])[O:4][C@H:3]1[N:10]1[CH:17]=[CH:16][C:14]([NH2:15])=[N:13][C:11]1=[S:12].C[Si](C)(C)Cl.[C:23](Cl)(=[O:30])[C:24]1[CH:29]=[CH:28][CH:27]=[CH:26][CH:25]=1.[OH-].[NH4+]. The catalyst is N1C=CC=CC=1.CO. The product is [C:23]([NH:15][C:14]1[CH:16]=[CH:17][N:10]([C@@H:3]2[O:4][C@H:5]([CH2:8][OH:9])[C@@H:6]([OH:7])[C@H:2]2[CH3:1])[C:11](=[S:12])[N:13]=1)(=[O:30])[C:24]1[CH:29]=[CH:28][CH:27]=[CH:26][CH:25]=1. The yield is 0.466. (4) The reactants are [Br:1][C:2]1[CH:3]=[C:4]([C:9]([F:12])([F:11])[F:10])[CH:5]=[CH:6][C:7]=1F.[F:13][C:14]1[CH:19]=[C:18]([F:20])[CH:17]=[CH:16][C:15]=1[OH:21].C(=O)([O-])[O-].[K+].[K+]. The catalyst is CN(C)C=O. The product is [Br:1][C:2]1[CH:3]=[C:4]([C:9]([F:12])([F:11])[F:10])[CH:5]=[CH:6][C:7]=1[O:21][C:15]1[CH:16]=[CH:17][C:18]([F:20])=[CH:19][C:14]=1[F:13]. The yield is 0.800. (5) The reactants are I[C:2]1[CH:7]=[CH:6][CH:5]=[CH:4][CH:3]=1.[CH:8]([C:10]1[C:11](B(O)O)=[CH:12][S:13][CH:14]=1)=[O:9].ClC1C=CC(CC2SC(C=O)=CC=2)=CC=1. No catalyst specified. The product is [C:2]1([C:11]2[C:10]([CH:8]=[O:9])=[CH:14][S:13][CH:12]=2)[CH:7]=[CH:6][CH:5]=[CH:4][CH:3]=1. The yield is 0.480.